The task is: Predict the reactants needed to synthesize the given product.. This data is from Full USPTO retrosynthesis dataset with 1.9M reactions from patents (1976-2016). (1) Given the product [N:1]1[C:9]2[C:4](=[N:5][CH:6]=[CH:7][CH:8]=2)[NH:3][C:2]=1[C:10]1[CH:11]=[CH:12][C:13]([O:19][CH3:20])=[C:14]([NH2:16])[CH:15]=1, predict the reactants needed to synthesize it. The reactants are: [N:1]1[C:9]2[C:4](=[N:5][CH:6]=[CH:7][CH:8]=2)[NH:3][C:2]=1[C:10]1[CH:11]=[CH:12][C:13]([O:19][CH3:20])=[C:14]([N+:16]([O-])=O)[CH:15]=1. (2) Given the product [Cl:1][C:2]1[CH:10]=[C:9]2[C:5]([CH:6]=[CH:7][N:8]2[C:12]2[CH:17]=[CH:16][CH:15]=[C:14]([C:18]([F:21])([F:20])[F:19])[CH:13]=2)=[CH:4][CH:3]=1, predict the reactants needed to synthesize it. The reactants are: [Cl:1][C:2]1[CH:10]=[C:9]2[C:5]([CH:6]=[CH:7][NH:8]2)=[CH:4][CH:3]=1.I[C:12]1[CH:17]=[CH:16][CH:15]=[C:14]([C:18]([F:21])([F:20])[F:19])[CH:13]=1. (3) Given the product [C:9]([C:13]1[CH:18]=[CH:17][C:16]([C:2]2[CH:8]=[CH:7][C:5]([NH2:6])=[CH:4][CH:3]=2)=[CH:15][CH:14]=1)([CH3:12])([CH3:11])[CH3:10], predict the reactants needed to synthesize it. The reactants are: Br[C:2]1[CH:8]=[CH:7][C:5]([NH2:6])=[CH:4][CH:3]=1.[C:9]([C:13]1[CH:18]=[CH:17][C:16](B(O)O)=[CH:15][CH:14]=1)([CH3:12])([CH3:11])[CH3:10].C([O-])([O-])=O.[K+].[K+].O. (4) Given the product [NH2:23][C:5]1[CH:4]=[C:3]([CH2:2][NH2:1])[C:8]([S:9]([NH:10][C:11]2[CH:12]=[CH:13][C:14]3[CH2:18][O:17][B:16]([OH:19])[C:15]=3[CH:20]=2)(=[O:21])=[O:22])=[N:7][CH:6]=1, predict the reactants needed to synthesize it. The reactants are: [NH2:1][CH2:2][C:3]1[CH:4]=[C:5]([NH:23]C(=O)OC)[CH:6]=[N:7][C:8]=1[S:9](=[O:22])(=[O:21])[NH:10][C:11]1[CH:12]=[CH:13][C:14]2[CH2:18][O:17][B:16]([OH:19])[C:15]=2[CH:20]=1.[OH-].[K+].Cl. (5) The reactants are: [F:1][C:2]1[C:7]([F:8])=[CH:6][C:5]([C:9]2[CH:14]=[CH:13][C:12]([O:15][CH2:16][C:17]3[C:25]4[O:24][N:23]=[C:22]([O:26]C(C5C=CC=CC=5)(C5C=CC=CC=5)C5C=CC=CC=5)[C:21]=4[CH:20]=[CH:19][CH:18]=3)=[CH:11][CH:10]=2)=[C:4]([CH3:46])[CH:3]=1.Cl. Given the product [F:1][C:2]1[C:7]([F:8])=[CH:6][C:5]([C:9]2[CH:10]=[CH:11][C:12]([O:15][CH2:16][C:17]3[C:25]4[O:24][N:23]=[C:22]([OH:26])[C:21]=4[CH:20]=[CH:19][CH:18]=3)=[CH:13][CH:14]=2)=[C:4]([CH3:46])[CH:3]=1, predict the reactants needed to synthesize it.